Task: Predict the reactants needed to synthesize the given product.. Dataset: Full USPTO retrosynthesis dataset with 1.9M reactions from patents (1976-2016) (1) Given the product [SH:26][CH2:25][CH2:24][CH2:23][CH2:22][CH2:21][S:27][CH:9]([C:10]1[CH:14]=[CH:13][S:12][CH:11]=1)[CH2:8][C:4]1[O:3][C:2]([CH3:1])([C:15]2[CH:20]=[CH:19][CH:18]=[CH:17][CH:16]=2)[C:6](=[O:7])[CH:5]=1, predict the reactants needed to synthesize it. The reactants are: [CH3:1][C:2]1([C:15]2[CH:20]=[CH:19][CH:18]=[CH:17][CH:16]=2)[C:6](=[O:7])[CH:5]=[C:4](/[CH:8]=[CH:9]/[C:10]2[CH:14]=[CH:13][S:12][CH:11]=2)[O:3]1.[CH2:21]([SH:27])[CH2:22][CH2:23][CH2:24][CH2:25][SH:26]. (2) Given the product [OH:13][C:5]1[C:4]([N+:14]([O-:16])=[O:15])=[C:3]([O:2][CH3:1])[CH:12]=[CH:11][C:6]=1[C:7]([O:9][CH3:10])=[O:8], predict the reactants needed to synthesize it. The reactants are: [CH3:1][O:2][C:3]1[CH:4]=[C:5]([OH:13])[C:6](=[CH:11][CH:12]=1)[C:7]([O:9][CH3:10])=[O:8].[N+:14]([O-])([OH:16])=[O:15].O. (3) Given the product [NH2:17][C:4]1[N:3]=[C:2]([NH:29][CH2:28][CH2:26][OH:27])[C:7]([C:8]#[C:9][C:10]2[CH:11]=[CH:12][C:13]([Cl:16])=[CH:14][CH:15]=2)=[CH:6][N:5]=1, predict the reactants needed to synthesize it. The reactants are: Cl[C:2]1[C:7]([C:8]#[C:9][C:10]2[CH:15]=[CH:14][C:13]([Cl:16])=[CH:12][CH:11]=2)=[CH:6][N:5]=[C:4]([N:17]=CN(C(C)C)C(C)C)[N:3]=1.[CH2:26]([CH2:28][NH2:29])[OH:27]. (4) Given the product [O:33]1[C:34]2[CH:39]=[CH:38][CH:37]=[CH:36][C:35]=2[C:31]([N:25]2[CH2:26][CH2:27][N:28]([CH2:8][CH2:9][CH2:10][C:11]3[CH:12]=[C:13]4[C:18](=[C:19]([Cl:21])[CH:20]=3)[NH:17][C:16](=[O:22])[CH2:15][C:14]4([CH3:24])[CH3:23])[CH2:29][CH2:30]2)=[N:32]1, predict the reactants needed to synthesize it. The reactants are: C(=O)([O-])[O-].[K+].[K+].Cl[CH2:8][CH2:9][CH2:10][C:11]1[CH:12]=[C:13]2[C:18](=[C:19]([Cl:21])[CH:20]=1)[NH:17][C:16](=[O:22])[CH2:15][C:14]2([CH3:24])[CH3:23].[N:25]1([C:31]2[C:35]3[CH:36]=[CH:37][CH:38]=[CH:39][C:34]=3[O:33][N:32]=2)[CH2:30][CH2:29][NH:28][CH2:27][CH2:26]1.